Dataset: TCR-epitope binding with 47,182 pairs between 192 epitopes and 23,139 TCRs. Task: Binary Classification. Given a T-cell receptor sequence (or CDR3 region) and an epitope sequence, predict whether binding occurs between them. The epitope is LLQTGIHVRVSQPSL. The TCR CDR3 sequence is CAWSLQGRRDRGRNEQFF. Result: 1 (the TCR binds to the epitope).